From a dataset of Full USPTO retrosynthesis dataset with 1.9M reactions from patents (1976-2016). Predict the reactants needed to synthesize the given product. (1) Given the product [CH3:9][C:10]([CH2:25][CH2:26][CH2:27][CH:28]([CH3:40])[CH2:29][CH2:30][CH2:31][CH:32]([CH3:39])[CH2:33][CH2:34][CH2:35][CH:36]([CH3:38])[CH3:37])=[CH:11][CH2:12][CH2:13][O:3][CH2:4][CH:5]([CH2:7][OH:8])[OH:6], predict the reactants needed to synthesize it. The reactants are: [H-].[Na+].[OH:3][CH2:4][CH:5]([CH2:7][OH:8])[OH:6].[CH3:9][C:10]([CH2:25][CH2:26][CH2:27][CH:28]([CH3:40])[CH2:29][CH2:30][CH2:31][CH:32]([CH3:39])[CH2:33][CH2:34][CH2:35][CH:36]([CH3:38])[CH3:37])=[CH:11][CH2:12][CH2:13]OS(C1C=CC(C)=CC=1)(=O)=O.O. (2) Given the product [CH3:11][O:10][C:6]1[CH:7]=[CH:30][CH:9]=[C:2]([O:1][CH2:13][C:14]2[C:15]([C:20]3[N:24]([CH2:25][C:26]([F:29])([F:28])[F:27])[N:23]=[CH:22][CH:21]=3)=[N:16][CH:17]=[CH:18][CH:19]=2)[C:3]=1[CH:4]=[O:5], predict the reactants needed to synthesize it. The reactants are: [OH:1][C:2]1[CH:9]=N[CH:7]=[C:6]([O:10][CH3:11])[C:3]=1[CH:4]=[O:5].Cl[CH2:13][C:14]1[C:15]([C:20]2[N:24]([CH2:25][C:26]([F:29])([F:28])[F:27])[N:23]=[CH:22][CH:21]=2)=[N:16][CH:17]=[CH:18][CH:19]=1.[C:30](=O)([O-])[O-].[K+].[K+].